This data is from CYP1A2 inhibition data for predicting drug metabolism from PubChem BioAssay. The task is: Regression/Classification. Given a drug SMILES string, predict its absorption, distribution, metabolism, or excretion properties. Task type varies by dataset: regression for continuous measurements (e.g., permeability, clearance, half-life) or binary classification for categorical outcomes (e.g., BBB penetration, CYP inhibition). Dataset: cyp1a2_veith. The drug is O=C1C(C2=NC(C(=O)O)C3C(=O)N(c4ccc(Cl)cc4)C(=O)C23)=C(O)c2ccccc21. The result is 0 (non-inhibitor).